From a dataset of Full USPTO retrosynthesis dataset with 1.9M reactions from patents (1976-2016). Predict the reactants needed to synthesize the given product. (1) The reactants are: C(O[CH:4]=[C:5]([C:8]#[N:9])[C:6]#[N:7])C.C(N(CC)CC)C.Cl.[CH:18]1([NH:24][NH2:25])[CH2:23][CH2:22][CH2:21][CH2:20][CH2:19]1. Given the product [NH2:9][C:8]1[N:24]([CH:18]2[CH2:23][CH2:22][CH2:21][CH2:20][CH2:19]2)[N:25]=[CH:4][C:5]=1[C:6]#[N:7], predict the reactants needed to synthesize it. (2) Given the product [C:18]([C:15]1[CH:16]=[CH:17][C:12]([NH:11][CH2:10][CH2:9][NH:8][C:6]2[N:5]3[CH:20]=[C:21]([C:23]([OH:25])=[O:24])[N:22]=[C:4]3[CH:3]=[C:2]([C:33]3[CH:34]=[CH:35][C:30]([C:29]([F:40])([F:39])[F:28])=[CH:31][CH:32]=3)[N:7]=2)=[N:13][CH:14]=1)#[N:19], predict the reactants needed to synthesize it. The reactants are: Cl[C:2]1[N:7]=[C:6]([NH:8][CH2:9][CH2:10][NH:11][C:12]2[CH:17]=[CH:16][C:15]([C:18]#[N:19])=[CH:14][N:13]=2)[N:5]2[CH:20]=[C:21]([C:23]([O:25]CC)=[O:24])[N:22]=[C:4]2[CH:3]=1.[F:28][C:29]([F:40])([F:39])[C:30]1[CH:35]=[CH:34][C:33](B(O)O)=[CH:32][CH:31]=1.